Task: Predict the reactants needed to synthesize the given product.. Dataset: Full USPTO retrosynthesis dataset with 1.9M reactions from patents (1976-2016) (1) Given the product [ClH:19].[CH3:18][CH:16]1[C:15]2[N:14]=[C:13]([N:35]3[CH2:36][CH2:37][O:38][CH2:39][CH:34]3[CH2:31][CH2:32][CH3:33])[CH:12]=[CH:11][C:10]=2[CH2:9][NH:8][CH2:17]1, predict the reactants needed to synthesize it. The reactants are: C([N:8]1[CH2:17][CH:16]([CH3:18])[C:15]2[N:14]=[C:13]([Cl:19])[CH:12]=[CH:11][C:10]=2[CH2:9]1)C1C=CC=CC=1.C1(C)C=CC(S(O)(=O)=O)=CC=1.[CH2:31]([CH:34]1[CH2:39][O:38][CH2:37][CH2:36][NH:35]1)[CH2:32][CH3:33]. (2) Given the product [CH3:1][O:2][C:3]1[N:8]=[CH:7][C:6]([NH:9][C:10]2[C:15]([C:16]3[N:21]=[C:20]([CH3:22])[N:19]=[C:18]([NH2:31])[N:17]=3)=[CH:14][N:13]=[C:12]([C:25]3[CH:30]=[CH:29][N:28]=[CH:27][CH:26]=3)[N:11]=2)=[CH:5][CH:4]=1, predict the reactants needed to synthesize it. The reactants are: [CH3:1][O:2][C:3]1[N:8]=[CH:7][C:6]([NH:9][C:10]2[C:15]([C:16]3[N:21]=[C:20]([CH3:22])[N:19]=[C:18](SC)[N:17]=3)=[CH:14][N:13]=[C:12]([C:25]3[CH:30]=[CH:29][N:28]=[CH:27][CH:26]=3)[N:11]=2)=[CH:5][CH:4]=1.[NH3:31]. (3) Given the product [ClH:48].[ClH:48].[CH3:14][N:15]([CH3:29])[C:16]1([C:23]2[CH:24]=[CH:25][CH:26]=[CH:27][CH:28]=2)[CH2:17][CH2:18][CH:19]([N:2]2[CH2:3][CH2:4][C:5]3[C:6]4[C:11](=[CH:10][CH:9]=[CH:8][CH:7]=4)[NH:12][C:13]=3[CH2:1]2)[CH2:20][CH2:21]1, predict the reactants needed to synthesize it. The reactants are: [CH2:1]1[C:13]2[NH:12][C:11]3[C:6](=[CH:7][CH:8]=[CH:9][CH:10]=3)[C:5]=2[CH2:4][CH2:3][NH:2]1.[CH3:14][N:15]([CH3:29])[C:16]1([C:23]2[CH:28]=[CH:27][CH:26]=[CH:25][CH:24]=2)[CH2:21][CH2:20][C:19](=O)[CH2:18][CH2:17]1.C(O)(=O)C.[BH-](OC(C)=O)(OC(C)=O)OC(C)=O.[Na+].[ClH:48].C1(N)C(F)=C(F)C(F)=C(N)C=1F.Cl.Cl. (4) The reactants are: [F:1][C:2]1[CH:3]=[C:4]([C:8]2[C:16]3[C:11](=[CH:12][C:13]([O:20]C)=[C:14]([C:17]([OH:19])=[O:18])[CH:15]=3)[NH:10][N:9]=2)[CH:5]=[CH:6][CH:7]=1.[B].O. Given the product [F:1][C:2]1[CH:3]=[C:4]([C:8]2[C:16]3[C:11](=[CH:12][C:13]([OH:20])=[C:14]([C:17]([OH:19])=[O:18])[CH:15]=3)[NH:10][N:9]=2)[CH:5]=[CH:6][CH:7]=1, predict the reactants needed to synthesize it. (5) Given the product [CH2:1]([O:3][C:4](=[O:30])[CH:5]([N:7]1[CH2:12][CH2:11][CH2:10][CH:9]([NH2:13])[C:8]1=[O:29])[CH3:6])[CH3:2], predict the reactants needed to synthesize it. The reactants are: [CH2:1]([O:3][C:4](=[O:30])[CH:5]([N:7]1[CH2:12][CH2:11][CH2:10][C:9](NC(OC(C)(C)C)=O)([NH:13]C(OC(C)(C)C)=O)[C:8]1=[O:29])[CH3:6])[CH3:2].C(OC(=O)NC1CCCN(CC2NC(C3C=CC(C4C=CC(C5NC(C6CCCN6C(=O)C(NC(OC)=O)C(C)C)=NC=5)=CC=4)=CC=3)=CN=2)C1=O)(C)(C)C. (6) Given the product [CH2:6]([O:5][C:3](=[O:4])[CH:2]([S:21][C:18]1[CH:19]=[CH:20][C:15]([F:14])=[CH:16][CH:17]=1)[CH2:8][CH2:9][CH2:10][CH2:11][CH2:12][CH3:13])[CH3:7], predict the reactants needed to synthesize it. The reactants are: Br[CH:2]([CH2:8][CH2:9][CH2:10][CH2:11][CH2:12][CH3:13])[C:3]([O:5][CH2:6][CH3:7])=[O:4].[F:14][C:15]1[CH:20]=[CH:19][C:18]([SH:21])=[CH:17][CH:16]=1. (7) Given the product [OH:8][C@@H:9]1[C@@:44]2([CH3:45])[C:13](=[CH:14][CH:15]=[C:16]3[C@@H:43]2[CH2:42][CH2:41][C@@:40]2([CH3:46])[C@H:17]3[CH2:18][CH:19]=[C:20]2[C@H:21]([O:23][CH2:24]/[CH:25]=[CH:26]\[C:27]([CH2:38][CH3:39])([OH:30])[CH2:28][CH3:29])[CH3:22])[CH2:12][C@@H:11]([OH:47])[CH2:10]1, predict the reactants needed to synthesize it. The reactants are: [Si]([O:8][C@@H:9]1[C@@:44]2([CH3:45])[C:13](=[CH:14][CH:15]=[C:16]3[C@@H:43]2[CH2:42][CH2:41][C@@:40]2([CH3:46])[C@H:17]3[CH2:18][CH:19]=[C:20]2[C@H:21]([O:23][CH2:24]/[CH:25]=[CH:26]\[C:27]([CH2:38][CH3:39])([O:30][Si](CC)(CC)CC)[CH2:28][CH3:29])[CH3:22])[CH2:12][C@@H:11]([O:47][Si](C(C)(C)C)(C)C)[CH2:10]1)(C(C)(C)C)(C)C.[F-].C([N+](CCCC)(CCCC)CCCC)CCC. (8) Given the product [C:13]1([C:12]#[C:11][C:9]2[CH:8]=[N:7][CH:6]=[C:5]([CH:10]=2)[C:4]([OH:19])=[O:3])[CH:14]=[CH:15][CH:16]=[CH:17][CH:18]=1, predict the reactants needed to synthesize it. The reactants are: C([O:3][C:4](=[O:19])[C:5]1[CH:10]=[C:9]([C:11]#[C:12][C:13]2[CH:18]=[CH:17][CH:16]=[CH:15][CH:14]=2)[CH:8]=[N:7][CH:6]=1)C.[OH-].[Na+]. (9) Given the product [C:21]1([S:27]([C:30]2[CH:31]=[CH:32][C:33]([C:40]([F:42])([F:43])[F:41])=[C:34]([S:36]([NH:39][C:14]([CH:11]3[CH2:10][CH2:9][N:8]([C:1]([O:3][C:4]([CH3:5])([CH3:6])[CH3:7])=[O:2])[CH2:13][CH2:12]3)=[O:16])(=[O:38])=[O:37])[CH:35]=2)(=[O:29])=[O:28])[CH:22]=[CH:23][CH:24]=[CH:25][CH:26]=1, predict the reactants needed to synthesize it. The reactants are: [C:1]([N:8]1[CH2:13][CH2:12][CH:11]([C:14]([OH:16])=O)[CH2:10][CH2:9]1)([O:3][C:4]([CH3:7])([CH3:6])[CH3:5])=[O:2].C(Cl)CCl.[C:21]1([S:27]([C:30]2[CH:31]=[CH:32][C:33]([C:40]([F:43])([F:42])[F:41])=[C:34]([S:36]([NH2:39])(=[O:38])=[O:37])[CH:35]=2)(=[O:29])=[O:28])[CH:26]=[CH:25][CH:24]=[CH:23][CH:22]=1.